Dataset: Forward reaction prediction with 1.9M reactions from USPTO patents (1976-2016). Task: Predict the product of the given reaction. (1) Given the reactants C[O:2][C:3]1[C:12]2[CH2:11][CH2:10][CH2:9][CH2:8][C:7]=2[C:6]([C:13]2[CH:14]=[N:15][CH:16]=[C:17]([CH:21]=2)[C:18]([OH:20])=[O:19])=[CH:5][N:4]=1.C[Si](C)(C)Cl, predict the reaction product. The product is: [O:2]=[C:3]1[C:12]2[CH2:11][CH2:10][CH2:9][CH2:8][C:7]=2[C:6]([C:13]2[CH:14]=[N:15][CH:16]=[C:17]([CH:21]=2)[C:18]([OH:20])=[O:19])=[CH:5][NH:4]1. (2) Given the reactants [F:1][C:2]([F:30])([F:29])[C:3]1[CH:4]=[C:5]([CH:22]=[C:23]([C:25]([F:28])([F:27])[F:26])[CH:24]=1)[CH2:6][O:7][C:8]([N:10]1[CH2:15][CH2:14][N:13]2[N:16]=[C:17]([C:19](O)=O)[CH:18]=[C:12]2[CH2:11]1)=[O:9].[Si](C=[N+]=[N-])(C)(C)[CH3:32].[ClH:38].[OH-:39].[Na+], predict the reaction product. The product is: [Cl:38][CH2:32][C:19]([C:17]1[CH:18]=[C:12]2[CH2:11][N:10]([C:8]([O:7][CH2:6][C:5]3[CH:4]=[C:3]([C:2]([F:30])([F:29])[F:1])[CH:24]=[C:23]([C:25]([F:28])([F:27])[F:26])[CH:22]=3)=[O:9])[CH2:15][CH2:14][N:13]2[N:16]=1)=[O:39].